Dataset: Forward reaction prediction with 1.9M reactions from USPTO patents (1976-2016). Task: Predict the product of the given reaction. Given the reactants [CH3:1][C:2]1[O:3][C:4]([CH3:8])=[C:5]([CH3:7])[N:6]=1.[O:9]=[C:10]1[CH:14]=[CH:13][C:12](=[O:15])[N:11]1[C:16]1[CH:23]=[CH:22][C:19]([C:20]#[N:21])=[C:18]([C:24]([F:27])([F:26])[F:25])[CH:17]=1, predict the reaction product. The product is: [CH3:1][C:2]12[O:3][C:4]([CH3:8])([CH:14]3[C:10](=[O:9])[N:11]([C:16]4[CH:23]=[CH:22][C:19]([C:20]#[N:21])=[C:18]([C:24]([F:25])([F:27])[F:26])[CH:17]=4)[C:12](=[O:15])[CH:13]31)[C:5]([CH3:7])=[N:6]2.